Task: Predict the reactants needed to synthesize the given product.. Dataset: Full USPTO retrosynthesis dataset with 1.9M reactions from patents (1976-2016) The reactants are: [Cl:1][C:2]1[CH:7]=[C:6]([N+]([O-])=O)[CH:5]=[C:4]([Cl:11])[N:3]=1.[C:12](=O)([O-])[O-:13].[K+].[K+]. Given the product [Cl:1][C:2]1[CH:7]=[C:6]([O:13][CH3:12])[CH:5]=[C:4]([Cl:11])[N:3]=1, predict the reactants needed to synthesize it.